Task: Predict the product of the given reaction.. Dataset: Forward reaction prediction with 1.9M reactions from USPTO patents (1976-2016) (1) Given the reactants [CH2:1]([C@@H:5]1[NH:10][CH2:9][C@H:8]([CH2:11][CH2:12]C)[NH:7][C:6]1=[O:14])[CH:2]([CH3:4])[CH3:3].[F:15][C:16]1[CH:21]=[C:20]([F:22])[CH:19]=[CH:18][C:17]=1[C@@H:23]1[CH2:25][C@H:24]1[C:26](O)=[O:27].C([C@@H]1N(C(=O)/C=C/C2C=CC=CC=2)C[C@H](CC(C)C)NC1=O)C(C)C, predict the reaction product. The product is: [F:15][C:16]1[CH:21]=[C:20]([F:22])[CH:19]=[CH:18][C:17]=1[C@@H:23]1[CH2:25][C@H:24]1[C:26]([N:10]1[CH2:9][C@H:8]([CH2:11][CH3:12])[NH:7][C:6](=[O:14])[C@@H:5]1[CH2:1][CH:2]([CH3:3])[CH3:4])=[O:27]. (2) The product is: [C:1]([O:5][C:6](=[O:29])[C:7]([O:10]/[N:11]=[C:12](/[C:16]1[N:17]=[C:18]([NH:21][C:22]([O:24][C:25]([CH3:28])([CH3:27])[CH3:26])=[O:23])[S:19][C:20]=1[Cl:37])\[C:13]([OH:15])=[O:14])([CH3:9])[CH3:8])([CH3:2])([CH3:3])[CH3:4]. Given the reactants [C:1]([O:5][C:6](=[O:29])[C:7]([O:10]/[N:11]=[C:12](/[C:16]1[N:17]=[C:18]([NH:21][C:22]([O:24][C:25]([CH3:28])([CH3:27])[CH3:26])=[O:23])[S:19][CH:20]=1)\[C:13]([OH:15])=[O:14])([CH3:9])[CH3:8])([CH3:4])([CH3:3])[CH3:2].C1C(=O)N([Cl:37])C(=O)C1, predict the reaction product.